From a dataset of Reaction yield outcomes from USPTO patents with 853,638 reactions. Predict the reaction yield, written as a fraction of the theoretical maximum amount of product (1.0 means a 100% yield; for example, 0.34 means a 34% yield). The reactants are [CH3:1][O:2][C:3]1[CH:8]=[CH:7][C:6]([S:9]([N:12]2[C:20]3[CH:19]=[CH:18][CH:17]=[C:16]([C:21]#[N:22])[C:15]=3[CH:14]=[CH:13]2)(=[O:11])=[O:10])=[CH:5][C:4]=1[N:23]1[CH2:28][CH2:27][N:26](C(=O)C(Cl)(Cl)Cl)[CH2:25][CH2:24]1.[OH-].[K+]. The catalyst is C1COCC1. The product is [CH3:1][O:2][C:3]1[CH:8]=[CH:7][C:6]([S:9]([N:12]2[C:20]3[CH:19]=[CH:18][CH:17]=[C:16]([C:21]#[N:22])[C:15]=3[CH:14]=[CH:13]2)(=[O:10])=[O:11])=[CH:5][C:4]=1[N:23]1[CH2:28][CH2:27][NH:26][CH2:25][CH2:24]1. The yield is 0.690.